Predict the reactants needed to synthesize the given product. From a dataset of Full USPTO retrosynthesis dataset with 1.9M reactions from patents (1976-2016). (1) Given the product [CH:15]1([CH2:14][CH:13]([C:20]2[CH:25]=[CH:24][C:23]([S:26]([CH3:29])(=[O:28])=[O:27])=[CH:22][CH:21]=2)[C:12]([NH:11][C:9]2[S:10][C:6]([C:4]([OH:5])=[O:3])=[CH:7][N:8]=2)=[O:30])[CH2:19][CH2:18][CH2:17][CH2:16]1, predict the reactants needed to synthesize it. The reactants are: C([O:3][C:4]([C:6]1[S:10][C:9]([NH:11][C:12](=[O:30])[CH:13]([C:20]2[CH:25]=[CH:24][C:23]([S:26]([CH3:29])(=[O:28])=[O:27])=[CH:22][CH:21]=2)[CH2:14][CH:15]2[CH2:19][CH2:18][CH2:17][CH2:16]2)=[N:8][CH:7]=1)=[O:5])C.[OH-].[Li+]. (2) The reactants are: [CH3:1][C:2]1[CH:7]=[C:6]([CH3:8])[N:5]=[C:4]([NH2:9])[CH:3]=1.[I:10](O)(=O)(=O)=O.II.OO.OS(O)(=O)=O.[O-]S([O-])(=S)=O.[Na+].[Na+]. Given the product [I:10][C:7]1[C:2]([CH3:1])=[CH:3][C:4]([NH2:9])=[N:5][C:6]=1[CH3:8], predict the reactants needed to synthesize it.